From a dataset of Catalyst prediction with 721,799 reactions and 888 catalyst types from USPTO. Predict which catalyst facilitates the given reaction. (1) Reactant: CC1(C)[O:6][C@H:5]([CH2:7][N:8]2[CH:12]=[CH:11][C:10]([NH:13][C:14](=[O:35])[C@@H:15]([N:20]3[CH2:24][C:23]([O:25][C:26]4[CH:31]=[CH:30][C:29]([O:32][CH3:33])=[CH:28][CH:27]=4)=[CH:22][C:21]3=[O:34])[CH2:16][CH:17]([CH3:19])[CH3:18])=[N:9]2)[CH2:4][O:3]1.O.C1(C)C=CC(S(O)(=O)=O)=CC=1. Product: [OH:6][C@@H:5]([CH2:4][OH:3])[CH2:7][N:8]1[CH:12]=[CH:11][C:10]([NH:13][C:14](=[O:35])[C@@H:15]([N:20]2[CH2:24][C:23]([O:25][C:26]3[CH:27]=[CH:28][C:29]([O:32][CH3:33])=[CH:30][CH:31]=3)=[CH:22][C:21]2=[O:34])[CH2:16][CH:17]([CH3:19])[CH3:18])=[N:9]1. The catalyst class is: 125. (2) Reactant: [Cl:1][C:2]1[CH:7]=[CH:6][C:5]([CH:8]([NH:29][C:30]2[CH:35]=[CH:34][C:33](=[O:36])[N:32]([CH3:37])[CH:31]=2)[C:9]2[C:10]([C:24]([O:26]CC)=[O:25])=[N:11][N:12]([CH2:15][C:16]3[CH:21]=[CH:20][C:19]([O:22][CH3:23])=[CH:18][CH:17]=3)[C:13]=2[CH3:14])=[CH:4][CH:3]=1.O[Li].O. Product: [Cl:1][C:2]1[CH:3]=[CH:4][C:5]([CH:8]([NH:29][C:30]2[CH:35]=[CH:34][C:33](=[O:36])[N:32]([CH3:37])[CH:31]=2)[C:9]2[C:10]([C:24]([OH:26])=[O:25])=[N:11][N:12]([CH2:15][C:16]3[CH:17]=[CH:18][C:19]([O:22][CH3:23])=[CH:20][CH:21]=3)[C:13]=2[CH3:14])=[CH:6][CH:7]=1. The catalyst class is: 38. (3) Reactant: [S:1]1[CH:5]=[CH:4][CH:3]=[C:2]1[S:6]([NH:9][C:10]1[CH:11]=[CH:12][CH:13]=[C:14]2[C:18]=1[NH:17][C:16]([C:19](=[S:21])[NH2:20])=[CH:15]2)(=[O:8])=[O:7].[C:22]([O:27][CH2:28][CH3:29])(=[O:26])[C:23]#[C:24][CH3:25].C(P(CCCC)CCCC)CCC.C1(C)C=CC=CC=1. Product: [S:1]1[CH:5]=[CH:4][CH:3]=[C:2]1[S:6]([NH:9][C:10]1[CH:11]=[CH:12][CH:13]=[C:14]2[C:18]=1[NH:17][C:16]([C:19]1[S:21][CH:24]([CH2:23][C:22]([O:27][CH2:28][CH3:29])=[O:26])[CH2:25][N:20]=1)=[CH:15]2)(=[O:7])=[O:8]. The catalyst class is: 7. (4) Reactant: [NH2:1][C:2]1[N:7]=[C:6]([C@@H:8]([OH:10])[CH3:9])[CH:5]=[CH:4][N:3]=1.[F:11][C:12]1[CH:13]=[C:14](O)[CH:15]=[CH:16][CH:17]=1.C1(P(C2C=CC=CC=2)C2C=CC=CC=2)C=CC=CC=1.N(C(OC(C)C)=O)=NC(OC(C)C)=O. Product: [F:11][C:12]1[CH:17]=[C:16]([CH:15]=[CH:14][CH:13]=1)[O:10][C@@H:8]([C:6]1[CH:5]=[CH:4][N:3]=[C:2]([NH2:1])[N:7]=1)[CH3:9]. The catalyst class is: 7. (5) The catalyst class is: 190. Reactant: [N+:1]([C:4]1[CH:13]=[C:12]2[C:7]([C:8]([Br:18])=[N:9][N:10]([CH:15]([CH3:17])[CH3:16])[C:11]2=[O:14])=[CH:6][CH:5]=1)([O-])=O.Cl. Product: [NH2:1][C:4]1[CH:13]=[C:12]2[C:7]([C:8]([Br:18])=[N:9][N:10]([CH:15]([CH3:16])[CH3:17])[C:11]2=[O:14])=[CH:6][CH:5]=1. (6) Reactant: [F-:1].[K+].C1N2CCOCCOCCN(CCOCCOCC2)CCOCCOC1.CS([O:33][CH2:34][C:35]1[CH:40]=[CH:39][C:38]([CH:41]=O)=[CH:37][CH:36]=1)(=O)=O. Product: [F:1][CH2:41][C:38]1[CH:39]=[CH:40][C:35]([CH:34]=[O:33])=[CH:36][CH:37]=1. The catalyst class is: 10.